This data is from Full USPTO retrosynthesis dataset with 1.9M reactions from patents (1976-2016). The task is: Predict the reactants needed to synthesize the given product. (1) Given the product [CH:1]1([NH:4][C:5]2[CH:10]=[CH:9][N:8]3[CH:11]=[C:12]([C:14]4[CH:19]=[CH:18][C:17]([O:20][CH2:32][F:33])=[CH:16][CH:15]=4)[N:13]=[C:7]3[CH:6]=2)[CH2:3][CH2:2]1, predict the reactants needed to synthesize it. The reactants are: [CH:1]1([NH:4][C:5]2[CH:10]=[CH:9][N:8]3[CH:11]=[C:12]([C:14]4[CH:19]=[CH:18][C:17]([OH:20])=[CH:16][CH:15]=4)[N:13]=[C:7]3[CH:6]=2)[CH2:3][CH2:2]1.CC1C=CC(S(O[CH2:32][F:33])(=O)=O)=CC=1. (2) Given the product [CH3:48][O:47][C:44]1[CH:43]=[CH:42][C:41]([N:39]2[C:38](=[O:49])[C:32]3=[CH:33][NH:34][C:35]4[CH:36]=[CH:37][C:28]([N:27]5[CH2:21][CH2:20][N:19]([CH3:24])[CH2:16][CH2:15]5)=[CH:29][C:30]=4[C:31]3=[N:40]2)=[CH:46][CH:45]=1, predict the reactants needed to synthesize it. The reactants are: C1(N2C(=O)C3=CNC4C=[CH:15][C:16]([N:19]5[CH2:24]CN[CH2:21][CH2:20]5)=CC=4C3=N2)C=CC=CC=1.[NH2:27][C:28]1[CH:37]=[CH:36][C:35]2[NH:34][CH:33]=[C:32]3[C:38](=[O:49])[N:39]([C:41]4[CH:46]=[CH:45][C:44]([O:47][CH3:48])=[CH:43][CH:42]=4)[N:40]=[C:31]3[C:30]=2[CH:29]=1.CN1CCNCC1. (3) Given the product [CH2:13]([O:15][N:16]=[CH:17]/[C:18](/[CH3:28])=[CH:19]/[C@@H:20]1[C@@H:22]([C:23]([O:1][CH2:2][N:3]2[C:7](=[O:8])[CH2:6][N:5]([CH2:9][C:10]#[CH:11])[C:4]2=[O:12])=[O:24])[C:21]1([CH3:27])[CH3:26])[CH3:14], predict the reactants needed to synthesize it. The reactants are: [OH:1][CH2:2][N:3]1[C:7](=[O:8])[CH2:6][N:5]([CH2:9][C:10]#[CH:11])[C:4]1=[O:12].[CH2:13]([O:15][N:16]=[CH:17]/[C:18](/[CH3:28])=[CH:19]/[C@@H:20]1[C@@H:22]([C:23](O)=[O:24])[C:21]1([CH3:27])[CH3:26])[CH3:14].C(Cl)(Cl)Cl.Cl.C(N=C=NCCCN(C)C)C. (4) Given the product [ClH:28].[N:1]12[CH2:6][CH2:5][CH:4]([CH2:7][CH2:8]1)[C@H:3]([NH:9][C:10]([C:12]1[CH:13]=[CH:14][CH:15]=[C:16]3[O:20][C:19]([C:21]4[CH:26]=[CH:25][CH:24]=[CH:23][C:22]=4[OH:27])=[N:18][C:17]=13)=[O:11])[CH2:2]2, predict the reactants needed to synthesize it. The reactants are: [N:1]12[CH2:8][CH2:7][CH:4]([CH2:5][CH2:6]1)[C@H:3]([NH:9][C:10]([C:12]1[CH:13]=[CH:14][CH:15]=[C:16]3[O:20][C:19]([C:21]4[CH:26]=[CH:25][CH:24]=[CH:23][C:22]=4[OH:27])=[N:18][C:17]=13)=[O:11])[CH2:2]2.[ClH:28].